Predict the reactants needed to synthesize the given product. From a dataset of Full USPTO retrosynthesis dataset with 1.9M reactions from patents (1976-2016). (1) Given the product [CH2:1]([C@@H:8]1[C:15](=[O:16])[N:14]([CH3:36])[CH2:13][C:12]2[CH:17]=[CH:18][CH:19]=[CH:20][C:11]=2[CH2:10][N:9]1[S:21]([C:24]1[CH:25]=[CH:26][CH:27]=[C:28]2[C:33]=1[N:32]=[CH:31][CH:30]=[CH:29]2)(=[O:22])=[O:23])[C:2]1[CH:7]=[CH:6][CH:5]=[CH:4][CH:3]=1, predict the reactants needed to synthesize it. The reactants are: [CH2:1]([C@@H:8]1[C:15](=[O:16])[NH:14][CH2:13][C:12]2[CH:17]=[CH:18][CH:19]=[CH:20][C:11]=2[CH2:10][N:9]1[S:21]([C:24]1[CH:25]=[CH:26][CH:27]=[C:28]2[C:33]=1[N:32]=[CH:31][CH:30]=[CH:29]2)(=[O:23])=[O:22])[C:2]1[CH:7]=[CH:6][CH:5]=[CH:4][CH:3]=1.[H-].[Na+].[CH3:36]I. (2) Given the product [F:11][C:9]([F:12])([F:10])[C:6]1[N:7]=[CH:8][C:3]([NH:1][NH:2][C:18]([O:17][C:14]([CH3:16])([CH3:15])[CH3:13])=[O:19])=[CH:4][CH:5]=1, predict the reactants needed to synthesize it. The reactants are: [NH:1]([C:3]1[CH:4]=[CH:5][C:6]([C:9]([F:12])([F:11])[F:10])=[N:7][CH:8]=1)[NH2:2].[CH3:13][C:14]([O:17][C:18](O[C:18]([O:17][C:14]([CH3:16])([CH3:15])[CH3:13])=[O:19])=[O:19])([CH3:16])[CH3:15].C([O-])([O-])=O.[Na+].[Na+].C(#N)C. (3) Given the product [CH3:36][N:37]1[CH2:38][CH2:39][N:40]([C:43]2[CH:48]=[CH:47][C:46]([NH:49][CH:2]=[C:3]3[C:11]4[C:6](=[CH:7][CH:8]=[C:9]([CH2:12][C:13]5[CH:14]=[CH:15][C:16]([NH:19][C:20]([C:22]6[N:23]([CH2:28][CH3:29])[N:24]=[C:25]([CH3:27])[CH:26]=6)=[O:21])=[CH:17][CH:18]=5)[CH:10]=4)[NH:5][C:4]3=[O:30])=[CH:45][CH:44]=2)[CH2:41][CH2:42]1, predict the reactants needed to synthesize it. The reactants are: O[CH:2]=[C:3]1[C:11]2[C:6](=[CH:7][CH:8]=[C:9]([CH2:12][C:13]3[CH:18]=[CH:17][C:16]([NH:19][C:20]([C:22]4[N:23]([CH2:28][CH3:29])[N:24]=[C:25]([CH3:27])[CH:26]=4)=[O:21])=[CH:15][CH:14]=3)[CH:10]=2)[NH:5][C:4]1=[O:30].C1COCC1.[CH3:36][N:37]1[CH2:42][CH2:41][N:40]([C:43]2[CH:48]=[CH:47][C:46]([NH2:49])=[CH:45][CH:44]=2)[CH2:39][CH2:38]1.